From a dataset of Reaction yield outcomes from USPTO patents with 853,638 reactions. Predict the reaction yield, written as a fraction of the theoretical maximum amount of product (1.0 means a 100% yield; for example, 0.34 means a 34% yield). (1) The reactants are Cl[C:2]1[CH:11]=[CH:10][N:9]=[C:8]2[C:3]=1[C:4]1[CH:16]=[CH:15][CH:14]=[CH:13][C:5]=1[C:6](=[O:12])[NH:7]2.[NH2:17][C:18]1[CH:23]=[CH:22][C:21]([OH:24])=[C:20]([F:25])[CH:19]=1.C(=O)([O-])[O-].[Cs+].[Cs+]. The catalyst is CN(C=O)C.O. The product is [NH2:17][C:18]1[CH:23]=[CH:22][C:21]([O:24][C:2]2[CH:11]=[CH:10][N:9]=[C:8]3[C:3]=2[C:4]2[CH:16]=[CH:15][CH:14]=[CH:13][C:5]=2[C:6](=[O:12])[NH:7]3)=[C:20]([F:25])[CH:19]=1. The yield is 0.900. (2) The reactants are [C:1]1([CH2:7][CH2:8][CH2:9][CH2:10][CH2:11][C:12]([OH:14])=O)[CH:6]=[CH:5][CH:4]=[CH:3][CH:2]=1.CCN(CC)CC.CN(C(ON1N=NC2C=CC=CC1=2)=[N+](C)C)C.[B-](F)(F)(F)F.C([O-])(=O)C.[O:48]=[C:49]1[C@@H:52]([NH3+:53])[CH2:51][NH:50]1. The catalyst is C(Cl)Cl.CCOCC. The product is [C:1]1([CH2:7][CH2:8][CH2:9][CH2:10][CH2:11][C:12]([NH:53][C@H:52]2[CH2:51][NH:50][C:49]2=[O:48])=[O:14])[CH:2]=[CH:3][CH:4]=[CH:5][CH:6]=1. The yield is 0.300.